Dataset: Catalyst prediction with 721,799 reactions and 888 catalyst types from USPTO. Task: Predict which catalyst facilitates the given reaction. (1) Reactant: [Cl:1][C:2]1[CH:11]=[CH:10][C:9]2[N:8]=[C:7]3[C:12](=[O:16])[NH:13][CH:14]=[N:15][C:6]3=[C:5]([C:17]([F:20])([F:19])[F:18])[C:4]=2[CH:3]=1.[Br:21][C:22]1[CH:30]=[CH:29][C:25]([CH2:26][Mg]Br)=[CH:24][CH:23]=1. Product: [Br:21][C:22]1[CH:30]=[CH:29][C:25]([CH2:26][C:5]2([C:17]([F:18])([F:20])[F:19])[C:4]3[CH:3]=[C:2]([Cl:1])[CH:11]=[CH:10][C:9]=3[NH:8][C:7]3[C:12](=[O:16])[NH:13][CH:14]=[N:15][C:6]2=3)=[CH:24][CH:23]=1. The catalyst class is: 1. (2) Reactant: [Cl:1][C:2]1[CH:3]=[C:4]([C:13]2[O:14][C:15]3[CH2:21][CH2:20][CH:19]([OH:22])[CH2:18][C:16]=3[N:17]=2)[CH:5]=[CH:6][C:7]=1[O:8][CH2:9][CH:10]1[CH2:12][CH2:11]1.Cl[CH2:24][C:25]([N:27]1[CH2:32][CH2:31][O:30][CH2:29][CH2:28]1)=[O:26].CC(C)([O-])C.[K+].[Cl-].[NH4+]. The catalyst class is: 1. Product: [Cl:1][C:2]1[CH:3]=[C:4]([C:13]2[O:14][C:15]3[CH2:21][CH2:20][CH:19]([O:22][CH2:24][C:25]([N:27]4[CH2:32][CH2:31][O:30][CH2:29][CH2:28]4)=[O:26])[CH2:18][C:16]=3[N:17]=2)[CH:5]=[CH:6][C:7]=1[O:8][CH2:9][CH:10]1[CH2:11][CH2:12]1. (3) Reactant: [CH3:1][C:2]1[S:3][C:4]2[C:10](=O)[C:9](=[CH:12]N3CCOCC3)[CH2:8][CH2:7][C:5]=2[N:6]=1.[N+]([O-])(O)=O.[OH:23][C:24]1[CH:25]=[C:26]([NH:30][C:31]([NH2:33])=[NH:32])[CH:27]=[CH:28][CH:29]=1.[OH-].[Na+]. Product: [CH3:1][C:2]1[S:3][C:4]2[C:10]3[N:33]=[C:31]([NH:30][C:26]4[CH:25]=[C:24]([OH:23])[CH:29]=[CH:28][CH:27]=4)[N:32]=[CH:12][C:9]=3[CH2:8][CH2:7][C:5]=2[N:6]=1. The catalyst class is: 141. (4) Reactant: Cl.FC1C=C(C=CC=1)CN1C=C(C2C3C(=NC=C(C4C=CC(C5CCNCC5)=CC=4)C=3)N(S(C3C=CC(C)=CC=3)(=O)=O)C=2)C=N1.[F:46][C:47]1[CH:48]=[C:49]([CH:97]=[CH:98][CH:99]=1)[CH2:50][N:51]1[CH:55]=[C:54]([C:56]2[C:64]3[C:59](=[N:60][CH:61]=[C:62]([C:65]4[CH:70]=[CH:69][C:68]([N:71]5[CH2:76][CH2:75][N:74]([C:77]([O:79][C:80]([CH3:83])([CH3:82])[CH3:81])=[O:78])[CH2:73][CH2:72]5)=[C:67]([N+:84]([O-:86])=[O:85])[CH:66]=4)[CH:63]=3)[N:58](S(C3C=CC(C)=CC=3)(=O)=O)[CH:57]=2)[CH:53]=[N:52]1.[OH-].[Li+]. Product: [F:46][C:47]1[CH:48]=[C:49]([CH:97]=[CH:98][CH:99]=1)[CH2:50][N:51]1[CH:55]=[C:54]([C:56]2[C:64]3[C:59](=[N:60][CH:61]=[C:62]([C:65]4[CH:70]=[CH:69][C:68]([N:71]5[CH2:76][CH2:75][N:74]([C:77]([O:79][C:80]([CH3:83])([CH3:82])[CH3:81])=[O:78])[CH2:73][CH2:72]5)=[C:67]([N+:84]([O-:86])=[O:85])[CH:66]=4)[CH:63]=3)[NH:58][CH:57]=2)[CH:53]=[N:52]1. The catalyst class is: 87. (5) Reactant: [NH2:1][C:2]1[CH:3]=[C:4]([C:8]#[C:9][C:10]2[CH:11]=[N:12][C:13]([NH:16][CH2:17][CH2:18][N:19]3[CH2:24][CH2:23][O:22][CH2:21][CH2:20]3)=[N:14][CH:15]=2)[CH:5]=[N:6][CH:7]=1.[Cl:25][C:26]1[CH:31]=[CH:30][CH:29]=[CH:28][C:27]=1[CH2:32][N:33]=[C:34]=[O:35]. Product: [Cl:25][C:26]1[CH:31]=[CH:30][CH:29]=[CH:28][C:27]=1[CH2:32][NH:33][C:34]([NH:1][C:2]1[CH:7]=[N:6][CH:5]=[C:4]([C:8]#[C:9][C:10]2[CH:15]=[N:14][C:13]([NH:16][CH2:17][CH2:18][N:19]3[CH2:24][CH2:23][O:22][CH2:21][CH2:20]3)=[N:12][CH:11]=2)[CH:3]=1)=[O:35]. The catalyst class is: 12.